This data is from Reaction yield outcomes from USPTO patents with 853,638 reactions. The task is: Predict the reaction yield, written as a fraction of the theoretical maximum amount of product (1.0 means a 100% yield; for example, 0.34 means a 34% yield). (1) The reactants are C[O:2][C:3]([C@@H:5]1[CH2:10][CH2:9][CH2:8][CH2:7][N:6]1[C:11]([O:13][CH2:14][C:15]1[CH:20]=[CH:19][CH:18]=[CH:17][CH:16]=1)=[O:12])=[O:4].[OH-].[K+]. The catalyst is CO.O. The product is [CH2:14]([O:13][C:11]([N:6]1[CH2:7][CH2:8][CH2:9][CH2:10][C@H:5]1[C:3]([OH:4])=[O:2])=[O:12])[C:15]1[CH:16]=[CH:17][CH:18]=[CH:19][CH:20]=1. The yield is 1.00. (2) The reactants are C(NC(C)C)(C)C.C([Li])CCC.[CH:13]1([CH2:19][CH:20]2[CH2:25][CH2:24][O:23][C:21]2=[O:22])[CH2:18][CH2:17][CH2:16][CH2:15][CH2:14]1.[CH3:26][O:27][CH2:28]Cl. The catalyst is C1COCC1. The product is [CH:13]1([CH2:19][C:20]2([CH2:26][O:27][CH3:28])[CH2:25][CH2:24][O:23][C:21]2=[O:22])[CH2:14][CH2:15][CH2:16][CH2:17][CH2:18]1. The yield is 0.250. (3) The reactants are [Cl:1][C:2]1[CH:21]=[C:20]([Cl:22])[CH:19]=[CH:18][C:3]=1[CH2:4][N:5]1[C:9](/[CH:10]=[CH:11]/[C:12]([OH:14])=O)=[CH:8][C:7]([CH:15]([CH3:17])[CH3:16])=[N:6]1.[CH2:23]([S:28]([NH2:31])(=[O:30])=[O:29])[CH2:24][CH2:25][CH2:26][CH3:27].N12CCCN=C1CCCCC2. The catalyst is O1CCCC1. The yield is 0.240. The product is [Cl:1][C:2]1[CH:21]=[C:20]([Cl:22])[CH:19]=[CH:18][C:3]=1[CH2:4][N:5]1[C:9](/[CH:10]=[CH:11]/[C:12]([NH:31][S:28]([CH2:23][CH2:24][CH2:25][CH2:26][CH3:27])(=[O:30])=[O:29])=[O:14])=[CH:8][C:7]([CH:15]([CH3:17])[CH3:16])=[N:6]1. (4) The yield is 0.600. The catalyst is C(#N)C. The product is [F:2][C:3]1[CH:20]=[C:19]([S:21]([CH3:24])(=[O:23])=[O:22])[CH:18]=[CH:17][C:4]=1[CH2:5][O:6][CH2:7][C@H:8]1[CH2:10][C@@H:9]1[CH:11]1[CH2:12][CH2:13][N:14]([C:25]([O:34][C:35]2([CH3:38])[CH2:37][CH2:36]2)=[O:26])[CH2:15][CH2:16]1. The reactants are Cl.[F:2][C:3]1[CH:20]=[C:19]([S:21]([CH3:24])(=[O:23])=[O:22])[CH:18]=[CH:17][C:4]=1[CH2:5][O:6][CH2:7][C@H:8]1[CH2:10][C@@H:9]1[CH:11]1[CH2:16][CH2:15][NH:14][CH2:13][CH2:12]1.[C:25](=O)([O:34][C:35]1([CH3:38])[CH2:37][CH2:36]1)[O:26]N1C(=O)CCC1=O.C(N(CC)CC)C. (5) The reactants are C(O[CH:5]1[O:18][C@H:17]([CH2:19][O:20]C(=O)C)[C@@H:12]([O:13]C(=O)C)[C@H:7]([O:8]C(=O)C)[C@H:6]1[N:24]=[N+:25]=[N-:26])(=O)C.[CH3:27][C:28]1[CH:33]=[CH:32][C:31]([SH:34])=[CH:30][CH:29]=1.CO.CCN(CC)CC. The catalyst is B(F)(F)F.O(CC)CC. The product is [N:24]([C@@H:6]1[C@@H:7]([OH:8])[C@H:12]([OH:13])[C@@H:17]([CH2:19][OH:20])[O:18][CH:5]1[S:34][C:31]1[CH:32]=[CH:33][C:28]([CH3:27])=[CH:29][CH:30]=1)=[N+:25]=[N-:26]. The yield is 0.780. (6) The reactants are [Cl:1][C:2]1[C:7]([CH:8]([CH3:10])[CH3:9])=[C:6]([O:11]C)[N:5]=[C:4]([O:13]C)[N:3]=1. The catalyst is Cl.CO. The product is [Cl:1][C:2]1[NH:3][C:4](=[O:13])[NH:5][C:6](=[O:11])[C:7]=1[CH:8]([CH3:10])[CH3:9]. The yield is 0.700. (7) The reactants are [H-].[Na+].[C:3]([C:7]1[CH:16]=[CH:15][CH:14]=[CH:13][C:8]=1C(OC)=O)([CH3:6])([CH3:5])[CH3:4].[Br:17][C:18]1[CH:34]=[CH:33][C:21]([CH2:22][O:23][C:24]2[CH:29]=[CH:28][C:27]([C:30](=[O:32])[CH3:31])=[CH:26][CH:25]=2)=[CH:20][CH:19]=1.C1C[O:38][CH2:37]C1. No catalyst specified. The product is [Br:17][C:18]1[CH:34]=[CH:33][C:21]([CH2:22][O:23][C:24]2[CH:29]=[CH:28][C:27]([C:30](=[O:32])[CH2:31][C:37]([C:14]3[CH:13]=[CH:8][C:7]([C:3]([CH3:4])([CH3:5])[CH3:6])=[CH:16][CH:15]=3)=[O:38])=[CH:26][CH:25]=2)=[CH:20][CH:19]=1. The yield is 0.760. (8) The reactants are [C:9](O[C:9]([O:11][C:12]([CH3:15])([CH3:14])[CH3:13])=[O:10])([O:11][C:12]([CH3:15])([CH3:14])[CH3:13])=[O:10].[Br:16][C:17]1[CH:18]=[C:19]([CH2:22][NH:23][CH3:24])[S:20][CH:21]=1.C(N(CC)CC)C. The catalyst is ClCCl. The product is [Br:16][C:17]1[CH:18]=[C:19]([CH2:22][N:23]([CH3:24])[C:9](=[O:10])[O:11][C:12]([CH3:13])([CH3:14])[CH3:15])[S:20][CH:21]=1. The yield is 0.440. (9) The reactants are C1(C)C=CC=CC=1.N1CCCCC1.[C:14]12([C:24]3[CH:25]=[C:26]([C:31]4[CH:38]=[CH:37][C:34]([CH:35]=O)=[CH:33][CH:32]=4)[CH:27]=[CH:28][C:29]=3[OH:30])[CH2:23][CH:18]3[CH2:19][CH:20]([CH2:22][CH:16]([CH2:17]3)[CH2:15]1)[CH2:21]2.[S:39]1[CH2:43][C:42](=[O:44])[NH:41][C:40]1=[O:45]. The catalyst is C(O)(=O)C. The product is [C:14]12([C:24]3[CH:25]=[C:26]([C:31]4[CH:38]=[CH:37][C:34]([CH:35]=[C:43]5[S:39][C:40](=[O:45])[NH:41][C:42]5=[O:44])=[CH:33][CH:32]=4)[CH:27]=[CH:28][C:29]=3[OH:30])[CH2:15][CH:16]3[CH2:17][CH:18]([CH2:19][CH:20]([CH2:22]3)[CH2:21]1)[CH2:23]2. The yield is 0.710. (10) The reactants are [CH:1]1([CH2:4][C:5]2([C:16]#[N:17])[CH2:10][CH2:9][C:8](SCC3CC3)=[CH:7][CH2:6]2)[CH2:3][CH2:2]1.O[O:19][S:20]([O-:22])=O.[K+].[C:24](=O)([O-])O.[Na+].[CH3:29][C:30]([CH3:32])=O. The catalyst is O. The product is [CH:30]1([CH2:32][S:20]([C:8]2[CH2:9][CH2:10][C:5]([CH2:4][CH:1]3[CH2:3][CH2:2]3)([C:16]#[N:17])[CH2:6][CH:7]=2)(=[O:22])=[O:19])[CH2:24][CH2:29]1. The yield is 0.930.